This data is from Catalyst prediction with 721,799 reactions and 888 catalyst types from USPTO. The task is: Predict which catalyst facilitates the given reaction. Reactant: [CH2:1]1[C:7]2=[CH:8][C:9]3[CH:10]=[CH:11][CH:12]=[CH:13][C:14]=3[N:6]2[CH2:5][CH2:4][NH:3][CH2:2]1.C=O.[C:17]([BH3-])#N.[Na+]. Product: [CH3:17][N:3]1[CH2:2][CH2:1][C:7]2=[CH:8][C:9]3[CH:10]=[CH:11][CH:12]=[CH:13][C:14]=3[N:6]2[CH2:5][CH2:4]1. The catalyst class is: 5.